From a dataset of Catalyst prediction with 721,799 reactions and 888 catalyst types from USPTO. Predict which catalyst facilitates the given reaction. (1) Reactant: C(OC([N:8]1[C:12]2[N:13]=[C:14]([C:19]3[CH:24]=[CH:23][C:22]([O:25][CH3:26])=[C:21]([F:27])[CH:20]=3)[N:15]=[C:16]([CH2:17][CH3:18])[C:11]=2[CH2:10][CH2:9]1)=O)(C)(C)C.FC(F)(F)C(O)=O. Product: [CH2:17]([C:16]1[C:11]2[CH2:10][CH2:9][NH:8][C:12]=2[N:13]=[C:14]([C:19]2[CH:24]=[CH:23][C:22]([O:25][CH3:26])=[C:21]([F:27])[CH:20]=2)[N:15]=1)[CH3:18]. The catalyst class is: 4. (2) Reactant: [N:1]1[CH:6]=[CH:5][CH:4]=[C:3]([CH:7]=[N:8][N:9]2[CH2:18][C:17]3[C:12](=[CH:13][CH:14]=[C:15]([C:19]([F:28])([C:24]([F:27])([F:26])[F:25])[C:20]([F:23])([F:22])[F:21])[CH:16]=3)[NH:11][C:10]2=[O:29])[CH:2]=1.[H-].[Na+].[CH3:32]I. Product: [CH3:32][N:11]1[C:12]2[C:17](=[CH:16][C:15]([C:19]([F:28])([C:24]([F:25])([F:26])[F:27])[C:20]([F:22])([F:21])[F:23])=[CH:14][CH:13]=2)[CH2:18][N:9]([N:8]=[CH:7][C:3]2[CH:2]=[N:1][CH:6]=[CH:5][CH:4]=2)[C:10]1=[O:29]. The catalyst class is: 9. (3) Reactant: [Cl:1][C:2]1[CH:3]=[C:4]([CH:17]=[C:18]([Cl:20])[CH:19]=1)[CH2:5][C:6]1[C:7]([CH2:15][CH3:16])=[N:8][N:9]([CH2:13][OH:14])[C:10]=1[CH2:11][CH3:12].ClC(Cl)(Cl)[C:23]([N:25]=C=O)=[O:24]. Product: [C:23](=[O:24])([O:14][CH2:13][N:9]1[C:10]([CH2:11][CH3:12])=[C:6]([CH2:5][C:4]2[CH:17]=[C:18]([Cl:20])[CH:19]=[C:2]([Cl:1])[CH:3]=2)[C:7]([CH2:15][CH3:16])=[N:8]1)[NH2:25]. The catalyst class is: 4. (4) Reactant: [CH2:1]([O:8][C:9]1[CH:14]=[CH:13][C:12]([N:15]([CH3:26])[C:16]2[CH:21]=[CH:20][C:19]([CH:22]([CH3:25])[CH2:23][OH:24])=[CH:18][CH:17]=2)=[CH:11][CH:10]=1)[C:2]1[CH:7]=[CH:6][CH:5]=[CH:4][CH:3]=1.[H-].[Na+].[CH3:29]I. Product: [CH2:1]([O:8][C:9]1[CH:14]=[CH:13][C:12]([N:15]([C:16]2[CH:17]=[CH:18][C:19]([CH:22]([CH3:25])[CH2:23][O:24][CH3:29])=[CH:20][CH:21]=2)[CH3:26])=[CH:11][CH:10]=1)[C:2]1[CH:3]=[CH:4][CH:5]=[CH:6][CH:7]=1. The catalyst class is: 18. (5) Product: [CH2:1]([NH:8][C:9](=[O:41])[CH2:10][CH2:11][N:12]1[CH2:17][CH2:16][CH:15]([NH:18][CH2:19][C@H:20]([OH:33])[C:21]2[CH:30]=[CH:29][C:28]([OH:31])=[C:27]3[C:22]=2[CH:23]=[CH:24][C:25](=[O:32])[NH:26]3)[CH2:14][CH2:13]1)[C:2]1[CH:7]=[CH:6][CH:5]=[CH:4][CH:3]=1. Reactant: [CH2:1]([NH:8][C:9](=[O:41])[CH2:10][CH2:11][N:12]1[CH2:17][CH2:16][CH:15]([NH:18][CH2:19][C@H:20]([O:33][Si](C(C)(C)C)(C)C)[C:21]2[CH:30]=[CH:29][C:28]([OH:31])=[C:27]3[C:22]=2[CH:23]=[CH:24][C:25](=[O:32])[NH:26]3)[CH2:14][CH2:13]1)[C:2]1[CH:7]=[CH:6][CH:5]=[CH:4][CH:3]=1.F.F.F.C(N(CC)CC)C. The catalyst class is: 1. (6) Reactant: [C:1](/[N:3]=[C:4](\[S:14][CH3:15])/[NH:5][C:6]1[CH:11]=[C:10]([Cl:12])[CH:9]=[C:8]([Cl:13])[CH:7]=1)#[N:2].[H-].[Na+].Br[CH2:19][C:20]1[CH:25]=[CH:24][CH:23]=[CH:22][CH:21]=1. Product: [CH2:19]([N:5]([C:6]1[CH:7]=[C:8]([Cl:13])[CH:9]=[C:10]([Cl:12])[CH:11]=1)/[C:4](/[S:14][CH3:15])=[N:3]/[C:1]#[N:2])[C:20]1[CH:25]=[CH:24][CH:23]=[CH:22][CH:21]=1. The catalyst class is: 31. (7) Reactant: F[C:2]1[CH:7]=[CH:6][CH:5]=[CH:4][C:3]=1[N+:8]([O-:10])=[O:9].[NH2:11][C:12]1[CH:19]=[CH:18][CH:17]=[CH:16][C:13]=1[C:14]#[N:15].O.[OH-].[Li+]. Product: [N+:8]([C:3]1[CH:4]=[CH:5][CH:6]=[CH:7][C:2]=1[NH:11][C:12]1[CH:19]=[CH:18][CH:17]=[CH:16][C:13]=1[C:14]#[N:15])([O-:10])=[O:9]. The catalyst class is: 16. (8) Reactant: [CH3:1][N:2]([S:25]([CH3:28])(=[O:27])=[O:26])[C:3]1[CH:4]=[C:5]([CH:10]=[C:11]([N:13]2[CH2:17][CH:16]([C:18]3[CH:23]=[CH:22][CH:21]=[CH:20][CH:19]=3)[CH2:15][C:14]2=[O:24])[CH:12]=1)[C:6]([O:8]C)=[O:7].[OH-].[Na+].CO. Product: [CH3:1][N:2]([S:25]([CH3:28])(=[O:27])=[O:26])[C:3]1[CH:4]=[C:5]([CH:10]=[C:11]([N:13]2[CH2:17][CH:16]([C:18]3[CH:23]=[CH:22][CH:21]=[CH:20][CH:19]=3)[CH2:15][C:14]2=[O:24])[CH:12]=1)[C:6]([OH:8])=[O:7]. The catalyst class is: 7. (9) Reactant: N1C(Cl)=NC(Cl)=NC=1[Cl:3].CN(C)C=O.[Cl:15][C:16]1[C:17]([CH3:38])=[C:18]([C:27]2[CH:28]=[CH:29][C:30]([C:33]([N:35]([CH3:37])[CH3:36])=[O:34])=[N:31][CH:32]=2)[C:19]([O:25][CH3:26])=[C:20]([CH:22](O)[CH3:23])[CH:21]=1.O. Product: [Cl:15][C:16]1[C:17]([CH3:38])=[C:18]([C:27]2[CH:28]=[CH:29][C:30]([C:33]([N:35]([CH3:37])[CH3:36])=[O:34])=[N:31][CH:32]=2)[C:19]([O:25][CH3:26])=[C:20]([CH:22]([Cl:3])[CH3:23])[CH:21]=1. The catalyst class is: 4.